This data is from Peptide-MHC class II binding affinity with 134,281 pairs from IEDB. The task is: Regression. Given a peptide amino acid sequence and an MHC pseudo amino acid sequence, predict their binding affinity value. This is MHC class II binding data. (1) The peptide sequence is TLWQRPIVTIKIGGQLKEAL. The MHC is HLA-DPA10301-DPB10402 with pseudo-sequence HLA-DPA10301-DPB10402. The binding affinity (normalized) is 0.433. (2) The peptide sequence is DEAHFLDPASIAARG. The MHC is HLA-DQA10501-DQB10303 with pseudo-sequence HLA-DQA10501-DQB10303. The binding affinity (normalized) is 0.498. (3) The MHC is DRB3_0101 with pseudo-sequence DRB3_0101. The peptide sequence is LSSTGSSCLFVLILF. The binding affinity (normalized) is 0.324. (4) The peptide sequence is AQGPKATFEAMYLGT. The MHC is DRB1_1602 with pseudo-sequence DRB1_1602. The binding affinity (normalized) is 0.187. (5) The peptide sequence is RWFHERGYVKLEGRV. The MHC is DRB5_0101 with pseudo-sequence DRB5_0101. The binding affinity (normalized) is 0.851.